From a dataset of Forward reaction prediction with 1.9M reactions from USPTO patents (1976-2016). Predict the product of the given reaction. (1) The product is: [CH3:32][O:31][C:22]1[CH:21]=[C:20]2[C:25](=[C:24]3[CH2:26][C:27]([CH3:29])([CH3:30])[O:28][C:23]=13)[C:16]([C:12]1[CH:13]=[CH:14][CH:15]=[C:10]([C:41]3[CH:50]=[CH:49][C:48]4[C:43](=[CH:44][CH:45]=[CH:46][CH:47]=4)[N:42]=3)[CH:11]=1)=[N:17][C:18]([CH3:33])([CH3:34])[CH2:19]2. Given the reactants C[Sn](C)C.C[Sn](C)C.Br[C:10]1[CH:11]=[C:12]([C:16]2[C:25]3[C:20](=[CH:21][C:22]([O:31][CH3:32])=[C:23]4[O:28][C:27]([CH3:30])([CH3:29])[CH2:26][C:24]4=3)[CH2:19][C:18]([CH3:34])([CH3:33])[N:17]=2)[CH:13]=[CH:14][CH:15]=1.FC(F)(F)S(O[C:41]1[CH:50]=[CH:49][C:48]2[C:43](=[CH:44][CH:45]=[CH:46][CH:47]=2)[N:42]=1)(=O)=O.[Cl-].[Li+].[F-].[K+], predict the reaction product. (2) Given the reactants [NH:1]1[C:5]2([CH2:14][CH2:13][C:8]3([O:12][CH2:11][CH2:10][O:9]3)[CH2:7][CH2:6]2)[C:4](=O)[NH:3][C:2]1=[O:16].[H-].[H-].[H-].[H-].[Li+].[Al+3].[C@H](O)(C([O-])=O)[C@@H](O)C([O-])=O.[Na+].[K+], predict the reaction product. The product is: [NH:1]1[C:5]2([CH2:14][CH2:13][C:8]3([O:12][CH2:11][CH2:10][O:9]3)[CH2:7][CH2:6]2)[CH2:4][NH:3][C:2]1=[O:16]. (3) Given the reactants CO[C:3](=[O:21])[C:4]([OH:20])=[CH:5][C:6](=[O:19])[N:7]([CH2:10][C:11]1[CH:16]=[CH:15][C:14]([CH3:17])=[C:13]([F:18])[CH:12]=1)[O:8][CH3:9].C=O.CN.ClC1C=C(C=CC=1Cl)[CH2:30][N:31](C)[C:32](C1CN(C)C(=O)C=1O)=O, predict the reaction product. The product is: [F:18][C:13]1[CH:12]=[C:11]([CH:16]=[CH:15][C:14]=1[CH3:17])[CH2:10][N:7]([O:8][CH3:9])[C:6]([C:5]1[CH2:30][N:31]([CH3:32])[C:3](=[O:21])[C:4]=1[OH:20])=[O:19]. (4) Given the reactants Cl[C:2]1[N:7]2[N:8]=[C:9]([CH3:11])[CH:10]=[C:6]2[N:5]=[C:4]([NH:12][C:13](=[O:24])[C:14]2[CH:19]=[CH:18][C:17]([C:20]([OH:23])([CH3:22])[CH3:21])=[CH:16][CH:15]=2)[CH:3]=1.[NH:25]1[CH2:29][CH2:28][CH2:27][C@H:26]1[CH2:30][OH:31], predict the reaction product. The product is: [OH:31][CH2:30][C@@H:26]1[CH2:27][CH2:28][CH2:29][N:25]1[C:2]1[N:7]2[N:8]=[C:9]([CH3:11])[CH:10]=[C:6]2[N:5]=[C:4]([NH:12][C:13](=[O:24])[C:14]2[CH:19]=[CH:18][C:17]([C:20]([OH:23])([CH3:22])[CH3:21])=[CH:16][CH:15]=2)[CH:3]=1. (5) Given the reactants Cl[C:2]1[CH:3]=[CH:4][C:5]2[N:6]=[CH:7][N:8]=[C:9]([O:12][CH:13]3[CH2:18][CH2:17][N:16]([CH3:19])[CH2:15][CH2:14]3)[C:10]=2[N:11]=1.CC1(C)C(C)(C)OB([C:28]2[CH:29]=[C:30]([NH:34][S:35]([C:38]3[CH:43]=[CH:42][CH:41]=[CH:40][CH:39]=3)(=[O:37])=[O:36])[CH:31]=[N:32][CH:33]=2)O1.C(=O)(O)[O-].[Na+], predict the reaction product. The product is: [CH3:19][N:16]1[CH2:17][CH2:18][CH:13]([O:12][C:9]2[C:10]3[N:11]=[C:2]([C:28]4[CH:29]=[C:30]([NH:34][S:35]([C:38]5[CH:39]=[CH:40][CH:41]=[CH:42][CH:43]=5)(=[O:36])=[O:37])[CH:31]=[N:32][CH:33]=4)[CH:3]=[CH:4][C:5]=3[N:6]=[CH:7][N:8]=2)[CH2:14][CH2:15]1. (6) The product is: [CH3:1][O:2][C:3]([C@@H:5]([N:13]1[CH2:21][C:17]2[CH:18]=[CH:19][S:20][C:16]=2[CH2:15][CH2:14]1)[C:6]1[C:11]([Cl:12])=[CH:10][CH:9]=[CH:8][CH:7]=1)=[O:4].[OH:38][S:35]([OH:39])(=[O:37])=[O:36]. Given the reactants [CH3:1][O:2][C:3]([C@@H:5]([N:13]1[CH2:21][C:17]2[CH:18]=[CH:19][S:20][C:16]=2[CH2:15][CH2:14]1)[C:6]1[CH:7]=[CH:8][CH:9]=[CH:10][C:11]=1[Cl:12])=[O:4].C(OC(C)(C)C)C.COC(C)(C)C.[S:35](=[O:39])(=[O:38])([OH:37])[OH:36], predict the reaction product. (7) Given the reactants [NH2:1][C:2]1[CH:3]=[CH:4][C:5]([F:21])=[C:6]([C@:8]2([CH3:20])[C@H:13]3[C:14]([F:18])([F:17])[CH2:15][CH2:16][C@H:12]3[O:11][C:10]([NH2:19])=[N:9]2)[CH:7]=1.[CH2:22]([O:26][C:27]1[N:28]=[CH:29][C:30]([C:33](O)=[O:34])=[N:31][CH:32]=1)[C:23]#[C:24][CH3:25], predict the reaction product. The product is: [NH2:19][C:10]1[O:11][C@@H:12]2[CH2:16][CH2:15][C:14]([F:17])([F:18])[C@@H:13]2[C@:8]([C:6]2[CH:7]=[C:2]([NH:1][C:33]([C:30]3[CH:29]=[N:28][C:27]([O:26][CH2:22][C:23]#[C:24][CH3:25])=[CH:32][N:31]=3)=[O:34])[CH:3]=[CH:4][C:5]=2[F:21])([CH3:20])[N:9]=1. (8) Given the reactants [CH:1]1[C:17]2[C:9]3[C:10]4[CH:16]=[CH:15][CH:14]=[CH:13][C:11]=4[O:12][C:8]=3[CH:7]=[CH:6][C:5]=2[CH:4]=[CH:3][CH:2]=1.B(O)O, predict the reaction product. The product is: [C:1]1([C:7]2[C:8]3[O:12][C:11]4[CH:13]=[CH:14][CH:15]=[CH:16][C:10]=4[C:9]=3[C:17]3[CH:1]=[CH:2][CH:3]=[CH:4][C:5]=3[CH:6]=2)[CH:17]=[CH:5][CH:4]=[CH:3][CH:2]=1. (9) Given the reactants [CH3:1][S:2]([N:5]1[CH2:10][CH2:9][CH2:8][C@H:7]([NH:11][C:12]2[C:17]([C:18]3[N:19]=[C:20]4[CH:26]=[CH:25][N:24](COCC[Si](C)(C)C)[C:21]4=[N:22][CH:23]=3)=[CH:16][N:15]=[C:14](S(C)(=O)=O)[N:13]=2)[CH2:6]1)(=[O:4])=[O:3].[NH:39]1[CH2:43][CH2:42][C@H:41]([OH:44])[CH2:40]1.CS(C)(=O)=O, predict the reaction product. The product is: [CH3:1][S:2]([N:5]1[CH2:10][CH2:9][CH2:8][C@H:7]([NH:11][C:12]2[C:17]([C:18]3[N:19]=[C:20]4[CH:26]=[CH:25][NH:24][C:21]4=[N:22][CH:23]=3)=[CH:16][N:15]=[C:14]([N:39]3[CH2:43][CH2:42][C@@H:41]([OH:44])[CH2:40]3)[N:13]=2)[CH2:6]1)(=[O:3])=[O:4]. (10) The product is: [CH:36]1([N:42]([C@H:59]2[CH2:60][CH2:61][C@H:62]([CH3:66])[CH2:63][CH2:64]2)[C:43](=[O:58])[NH:44][C:45]2[S:46][C:47]([S:50]([NH:53][CH2:54][C:55]([NH:7][CH:1]([CH3:6])[CH3:2])=[O:57])(=[O:51])=[O:52])=[CH:48][N:49]=2)[CH2:41][CH2:40][CH2:39][CH2:38][CH2:37]1. Given the reactants [CH:1]1([N:7]([C@H]2CC[C@H](C)CC2)C(=O)NC2SC(S(N(C)CC(N(CC)CC)=O)(=O)=O)=CN=2)[CH2:6]CCC[CH2:2]1.[CH:36]1([N:42]([C@H:59]2[CH2:64][CH2:63][C@H:62](C)[CH2:61][CH2:60]2)[C:43](=[O:58])[NH:44][C:45]2[S:46][C:47]([S:50]([NH:53][CH2:54][C:55]([OH:57])=O)(=[O:52])=[O:51])=[CH:48][N:49]=2)[CH2:41][CH2:40][CH2:39][CH2:38][CH2:37]1.[CH:66](N)(C)C, predict the reaction product.